This data is from Full USPTO retrosynthesis dataset with 1.9M reactions from patents (1976-2016). The task is: Predict the reactants needed to synthesize the given product. (1) Given the product [CH2:11]=[O:12].[C:1]1([CH2:11][OH:12])[C:10]2[C:5](=[CH:6][CH:7]=[CH:8][CH:9]=2)[CH:4]=[CH:3][CH:2]=1, predict the reactants needed to synthesize it. The reactants are: [C:1]1([CH2:11][OH:12])[C:10]2[C:5](=[CH:6][CH:7]=[CH:8][CH:9]=2)[CH:4]=[CH:3][CH:2]=1.C=O.S(=O)(=O)(O)O.C(C1C=CC=CC=1)C. (2) Given the product [CH3:14][N:13]([CH3:15])[CH2:12][CH2:11][C:5]1[C:4]2[C:8](=[CH:9][CH:10]=[C:2]([CH:24]=[O:25])[CH:3]=2)[NH:7][CH:6]=1, predict the reactants needed to synthesize it. The reactants are: Br[C:2]1[CH:3]=[C:4]2[C:8](=[CH:9][CH:10]=1)[NH:7][CH:6]=[C:5]2[CH2:11][CH2:12][N:13]([CH3:15])[CH3:14].C([Li])(C)(C)C.CN([CH:24]=[O:25])C.